From a dataset of Reaction yield outcomes from USPTO patents with 853,638 reactions. Predict the reaction yield, written as a fraction of the theoretical maximum amount of product (1.0 means a 100% yield; for example, 0.34 means a 34% yield). (1) The yield is 0.630. The reactants are [F:1][C:2]([F:8])([F:7])[CH2:3][CH2:4][CH2:5][OH:6].Cl[C:10]1[N:11]=[C:12]([OH:20])[C:13]2[CH:19]=[CH:18][N:17]=[CH:16][C:14]=2[N:15]=1. No catalyst specified. The product is [F:1][C:2]([F:8])([F:7])[CH2:3][CH2:4][CH2:5][O:6][C:10]1[N:11]=[C:12]([OH:20])[C:13]2[CH:19]=[CH:18][N:17]=[CH:16][C:14]=2[N:15]=1. (2) The reactants are C[O:2][C:3]([C:5]1[CH:10]=[CH:9][C:8]([C:11]2[O:12][C:13]([CH3:33])=[C:14]([CH2:16][S:17]([CH:20]3[CH2:25][CH2:24][N:23]([C:26]([O:28][C:29]([CH3:32])([CH3:31])[CH3:30])=[O:27])[CH2:22][CH2:21]3)(=[O:19])=[O:18])[N:15]=2)=[CH:7][CH:6]=1)=[O:4].[OH-].[Na+]. The catalyst is C(O)C. The product is [C:29]([O:28][C:26]([N:23]1[CH2:22][CH2:21][CH:20]([S:17]([CH2:16][C:14]2[N:15]=[C:11]([C:8]3[CH:7]=[CH:6][C:5]([C:3]([OH:4])=[O:2])=[CH:10][CH:9]=3)[O:12][C:13]=2[CH3:33])(=[O:18])=[O:19])[CH2:25][CH2:24]1)=[O:27])([CH3:32])([CH3:30])[CH3:31]. The yield is 0.800. (3) The reactants are [CH:1]1[CH:6]=[C:5]([OH:7])[CH:4]=[C:3]([CH2:8][CH:9]([NH2:13])[C:10]([OH:12])=[O:11])[CH:2]=1.[CH2:14]=O. The catalyst is Cl. The product is [OH:7][C:5]1[CH:4]=[C:3]2[C:2](=[CH:1][CH:6]=1)[CH2:14][NH:13][CH:9]([C:10]([OH:12])=[O:11])[CH2:8]2. The yield is 0.520. (4) The catalyst is C(O)(C)C. The reactants are Cl[C:2]1[C:11]2[C:6](=[CH:7][CH:8]=[CH:9][C:10]=2[F:12])[N:5]=[CH:4][N:3]=1.[NH2:13][C:14]1[CH:19]=[CH:18][C:17]([OH:20])=[C:16]([O:21][CH3:22])[CH:15]=1. The product is [F:12][C:10]1[CH:9]=[CH:8][CH:7]=[C:6]2[C:11]=1[C:2]([NH:13][C:14]1[CH:19]=[CH:18][C:17]([OH:20])=[C:16]([O:21][CH3:22])[CH:15]=1)=[N:3][CH:4]=[N:5]2. The yield is 0.730. (5) The reactants are [O-]S(C(F)(F)F)(=O)=O.[C:9]1([S+:15]([C:26]2[CH:31]=[CH:30][CH:29]=[CH:28][CH:27]=2)[C:16]2[CH:21]=[CH:20][CH:19]=[C:18]([C:22]([F:25])([F:24])[F:23])[CH:17]=2)[CH:14]=[CH:13][CH:12]=[CH:11][CH:10]=1.[F:32][C:33]([F:88])([F:87])[C:34]1[CH:35]=[C:36]([B-:44]([C:73]2[CH:78]=[C:77]([C:79]([F:82])([F:81])[F:80])[CH:76]=[C:75]([C:83]([F:86])([F:85])[F:84])[CH:74]=2)([C:59]2[CH:64]=[C:63]([C:65]([F:68])([F:67])[F:66])[CH:62]=[C:61]([C:69]([F:72])([F:71])[F:70])[CH:60]=2)[C:45]2[CH:50]=[C:49]([C:51]([F:54])([F:53])[F:52])[CH:48]=[C:47]([C:55]([F:58])([F:57])[F:56])[CH:46]=2)[CH:37]=[C:38]([C:40]([F:43])([F:42])[F:41])[CH:39]=1.[Na+].O. The catalyst is CO. The product is [F:82][C:79]([F:80])([F:81])[C:77]1[CH:78]=[C:73]([B-:44]([C:45]2[CH:50]=[C:49]([C:51]([F:54])([F:53])[F:52])[CH:48]=[C:47]([C:55]([F:57])([F:58])[F:56])[CH:46]=2)([C:59]2[CH:64]=[C:63]([C:65]([F:66])([F:67])[F:68])[CH:62]=[C:61]([C:69]([F:70])([F:71])[F:72])[CH:60]=2)[C:36]2[CH:37]=[C:38]([C:40]([F:43])([F:42])[F:41])[CH:39]=[C:34]([C:33]([F:32])([F:87])[F:88])[CH:35]=2)[CH:74]=[C:75]([C:83]([F:86])([F:85])[F:84])[CH:76]=1.[C:9]1([S+:15]([C:26]2[CH:31]=[CH:30][CH:29]=[CH:28][CH:27]=2)[C:16]2[CH:21]=[CH:20][CH:19]=[C:18]([C:22]([F:25])([F:23])[F:24])[CH:17]=2)[CH:10]=[CH:11][CH:12]=[CH:13][CH:14]=1. The yield is 0.870. (6) The reactants are Cl[C:2]1[N:3]=[C:4]2[C:9](=[CH:10][CH:11]=1)[N:8]=[CH:7][C:6]([C:12]([CH:14]1[CH2:16][CH2:15]1)=[O:13])=[C:5]2[NH:17][C:18]1[CH:19]=[CH:20][C:21]([N:24]2[CH2:29][CH2:28][CH2:27][C@H:26]([NH:30][C:31](=[O:37])[O:32][C:33]([CH3:36])([CH3:35])[CH3:34])[CH2:25]2)=[N:22][CH:23]=1.[Cl:38][C:39]1[CH:44]=[C:43](B2OC(C)(C)C(C)(C)O2)[CH:42]=[C:41]([Cl:54])[C:40]=1[OH:55]. No catalyst specified. The product is [CH:14]1([C:12]([C:6]2[CH:7]=[N:8][C:9]3[C:4]([C:5]=2[NH:17][C:18]2[CH:19]=[CH:20][C:21]([N:24]4[CH2:29][CH2:28][CH2:27][C@H:26]([NH:30][C:31](=[O:37])[O:32][C:33]([CH3:34])([CH3:35])[CH3:36])[CH2:25]4)=[N:22][CH:23]=2)=[N:3][C:2]([C:43]2[CH:44]=[C:39]([Cl:38])[C:40]([OH:55])=[C:41]([Cl:54])[CH:42]=2)=[CH:11][CH:10]=3)=[O:13])[CH2:16][CH2:15]1. The yield is 0.600. (7) The product is [Br:1][C:2]1[CH:3]=[CH:4][C:5]([N:8]([CH2:9][C:10]([O:12][C:13]([CH3:16])([CH3:15])[CH3:14])=[O:11])[S:18]([CH3:17])(=[O:20])=[O:19])=[CH:6][CH:7]=1. The yield is 0.320. The catalyst is CN(C)C1C=CN=CC=1.ClCCl. The reactants are [Br:1][C:2]1[CH:7]=[CH:6][C:5]([NH:8][CH2:9][C:10]([O:12][C:13]([CH3:16])([CH3:15])[CH3:14])=[O:11])=[CH:4][CH:3]=1.[CH3:17][S:18](Cl)(=[O:20])=[O:19].C(N(CC)CC)C. (8) The reactants are [NH2:1][C:2]1[S:3][CH:4]=[C:5]([C:7]([O:9]C)=[O:8])[N:6]=1.Cl[C:12]([O:14][CH3:15])=[O:13].[OH-].[Li+]. The catalyst is N1C=CC=CC=1.C1COCC1.CO. The product is [CH3:15][O:14][C:12]([NH:1][C:2]1[S:3][CH:4]=[C:5]([C:7]([OH:9])=[O:8])[N:6]=1)=[O:13]. The yield is 0.760. (9) The reactants are [Cl:1][C:2]1[CH:3]=[C:4]([C:19]2[N:23]=[C:22]([C:24](OCC)=[O:25])[O:21][N:20]=2)[CH:5]=[C:6]([Cl:18])[C:7]=1[O:8][CH2:9][C:10]1[CH:15]=[CH:14][C:13]([O:16][CH3:17])=[CH:12][CH:11]=1.[OH:29][C:30]1[CH:37]=[CH:36][C:33]([CH2:34][NH2:35])=[CH:32][CH:31]=1. The catalyst is CCO. The product is [Cl:18][C:6]1[CH:5]=[C:4]([C:19]2[N:23]=[C:22]([C:24]([NH:35][CH2:34][C:33]3[CH:36]=[CH:37][C:30]([OH:29])=[CH:31][CH:32]=3)=[O:25])[O:21][N:20]=2)[CH:3]=[C:2]([Cl:1])[C:7]=1[O:8][CH2:9][C:10]1[CH:11]=[CH:12][C:13]([O:16][CH3:17])=[CH:14][CH:15]=1. The yield is 0.880. (10) The reactants are [F:1][C:2]([F:10])([F:9])[C:3]([C:5]([F:8])([F:7])[F:6])=[O:4].[CH3:11][C:12](=[CH2:14])[CH3:13].C(=O)=O.CC(O)C. No catalyst specified. The product is [F:1][C:2]([F:10])([F:9])[C:3]([C:5]([F:8])([F:7])[F:6])([OH:4])[CH2:13][C:12]([CH3:14])=[CH2:11]. The yield is 0.830.